Regression. Given a target protein amino acid sequence and a drug SMILES string, predict the binding affinity score between them. We predict pIC50 (pIC50 = -log10(IC50 in M); higher means more potent). Dataset: bindingdb_ic50. From a dataset of Drug-target binding data from BindingDB using IC50 measurements. (1) The drug is CCCCc1cn(Cc2ccc(Oc3ccc(Cl)cc3O)c(Cl)c2)nn1. The pIC50 is 7.4. The target protein sequence is MVGFKLLTLGAFVAGELTLVGPAGTMAFTVPNATGAKPLVTSVSVRPSWSSARQNAFSSSSSRSQSSVRPHSAFVTNRLETAGETGTQHRAADSAAGVGAAQSAFPIDLRGQTAFVAGVADSHGYGWAIAKHLASAGARVALGTWPPVLGLFQKSLQSGRLDEDRKLPDGSLIEFAGVYPLDAAFDKPEDVPQDIKDNKRYAGVDGYTIKEVAVKVKQDLGNIDILVHSLANGPEVTKPLLETSRKGYLAASSNSAYSFVSLLQHFGPIMNEGGSAVTLSYLAAERVVPGYGGGMSSAKAALESDTRTLAWEAGQKYGVRVNAISAGPLKSRAASAIGKSGEKSFIDYAIDYSYNNAPLRRDLHSDDVGGAALFLLSPLARAVSGVTLYVDNGLHAMGQAVDSRSMPPLQRATQEIN. (2) The small molecule is N[C@H](COc1cncc(-c2ccc3c(=O)[nH]ccc3c2)c1)Cc1c[nH]c2ccccc12. The target protein sequence is AKPKHRVTMNEFEYLKLLGKGTFGKVILVKEKATGRYYAMKILKKEVIVAKDEVAHTLTENRVLQNSRHPFLTALKYSFQTHDRLCFVMEYANGGELFFHLSRERVFSEDRARFYGAEIVSALDYLHSEKNVVYRDLKLENLMLDKDGHIKITDFGLCKEGIKDGATMKTFCGTPEYLAPEVLEDNDYGRAVDWWGLGVVMYEMMCGRLPFYNQDHEKLFELILMEEIRFPRTLGPEAKALLAGLLKKDPKQRLGGGSEDAKEIMQHRFFAGIVWQHVYEKKLSPPFKPQVTSETDTRYFDEEFTAQMITIDPPDQDDSMECVDSERRPHFPQFDYSASGTA. The pIC50 is 5.9. (3) The drug is CCOC(=O)Nc1cc2c(NCc3ccc(OC)c(Cl)c3)ncnc2c(CCO)c1OC. The target protein (P11541) has sequence MGEVTAEEVEKFLDSNVSFAKQYYNLRYRAKVISDLLGPREAAVDFSNYHALNSVEESEIIFDLLRDFQDNLQAEKCVFNVMKKLCFLLQADRMSLFMYRARNGIAELATRLFNVHKDAVLEECLVAPDSEIVFPLDMGVVGHVALSKKIVNVPNTEEDEHFCDFVDTLTEYQTKNILASPIMNGKDVVAIIMVVNKVDGPHFTENDEEILLKYLNFANLIMKVFHLSYLHNCETRRGQILLWSGSKVFEELTDIERQFHKALYTVRAFLNCDRYSVGLLDMTKQKEFFDVWPVLMGEAPPYAGPRTPDGREINFYKVIDYILHGKEDIKVIPNPPPDHWALVSGLPTYVAQNGLICNIMNAPSEDFFAFQKEPLDESGWMIKNVLSMPIVNKKEEIVGVATFYNRKDGKPFDEMDETLMESLTQFLGWSVLNPDTYELMNKLENRKDIFQDMVKYHVKCDNEEIQTILKTREVYGKEPWECEEEELAEILQGELPDADK.... The pIC50 is 6.2.